This data is from Forward reaction prediction with 1.9M reactions from USPTO patents (1976-2016). The task is: Predict the product of the given reaction. (1) Given the reactants [C:1]([NH2:5])([CH3:4])([CH3:3])[CH3:2].[Cl:6][CH2:7][CH2:8][C:9](Cl)=[O:10].[OH-].[Na+], predict the reaction product. The product is: [C:1]([NH:5][C:9](=[O:10])[CH2:8][CH2:7][Cl:6])([CH3:4])([CH3:3])[CH3:2]. (2) Given the reactants Cl[S:2]([C:5]1[CH:13]=[CH:12][C:8]([C:9]([OH:11])=[O:10])=[CH:7][CH:6]=1)(=[O:4])=[O:3].[CH3:14][S:15]([CH:18]1[CH2:22][CH2:21][NH:20][CH2:19]1)(=[O:17])=[O:16], predict the reaction product. The product is: [CH3:14][S:15]([CH:18]1[CH2:22][CH2:21][N:20]([S:2]([C:5]2[CH:13]=[CH:12][C:8]([C:9]([OH:11])=[O:10])=[CH:7][CH:6]=2)(=[O:4])=[O:3])[CH2:19]1)(=[O:17])=[O:16].